From a dataset of Reaction yield outcomes from USPTO patents with 853,638 reactions. Predict the reaction yield, written as a fraction of the theoretical maximum amount of product (1.0 means a 100% yield; for example, 0.34 means a 34% yield). The reactants are [OH:1][C@@:2]1([C:9]#[C:10][C:11]2[CH:12]=[C:13]([N:17]3[C:21]4[N:22]=[CH:23][S:24][C:20]=4[C:19]([C:25]([O:27]CC)=O)=[N:18]3)[CH:14]=[CH:15][CH:16]=2)[CH2:6][CH2:5][N:4]([CH3:7])[C:3]1=[O:8].[NH3:30]. No catalyst specified. The product is [OH:1][C@@:2]1([C:9]#[C:10][C:11]2[CH:12]=[C:13]([N:17]3[C:21]4[N:22]=[CH:23][S:24][C:20]=4[C:19]([C:25]([NH2:30])=[O:27])=[N:18]3)[CH:14]=[CH:15][CH:16]=2)[CH2:6][CH2:5][N:4]([CH3:7])[C:3]1=[O:8]. The yield is 0.840.